Dataset: Forward reaction prediction with 1.9M reactions from USPTO patents (1976-2016). Task: Predict the product of the given reaction. (1) Given the reactants [O:1]=[C:2]1[NH:7][CH2:6][CH2:5][N:4]([C:8]([O:10][CH2:11][C:12]2[CH:17]=[CH:16][CH:15]=[CH:14][CH:13]=2)=[O:9])[CH2:3]1.[C:18]([O-])([O-])=O.[Na+].[Na+].F[B-](F)(F)F.C[O+](C)C.O, predict the reaction product. The product is: [CH2:11]([O:10][C:8]([N:4]1[CH2:3][C:2]([O:1][CH3:18])=[N:7][CH2:6][CH2:5]1)=[O:9])[C:12]1[CH:17]=[CH:16][CH:15]=[CH:14][CH:13]=1. (2) Given the reactants Br[C:2]1[CH:7]=[CH:6][C:5]([CH2:8][CH2:9][O:10][Si:11]([C:14]([CH3:17])([CH3:16])[CH3:15])([CH3:13])[CH3:12])=[CH:4][CH:3]=1.C([Li])CCC.Cl[C:24]([O:26][CH:27]([CH3:29])[CH3:28])=[O:25], predict the reaction product. The product is: [Si:11]([O:10][CH2:9][CH2:8][C:5]1[CH:6]=[CH:7][C:2]([C:24]([O:26][CH:27]([CH3:29])[CH3:28])=[O:25])=[CH:3][CH:4]=1)([C:14]([CH3:17])([CH3:16])[CH3:15])([CH3:13])[CH3:12].